Dataset: Forward reaction prediction with 1.9M reactions from USPTO patents (1976-2016). Task: Predict the product of the given reaction. (1) Given the reactants Cl[C:2]1[CH:7]=[CH:6][C:5]([C:8]2[C:17]3[C:12](=[CH:13][C:14]([S:18]([NH:21][C:22]4[S:23][CH:24]=[N:25][N:26]=4)(=[O:20])=[O:19])=[CH:15][CH:16]=3)[C:11](=[O:27])[NH:10][N:9]=2)=[C:4]([O:28][CH3:29])[CH:3]=1.[F:30][C:31]1[CH:32]=[C:33](B(O)O)[CH:34]=[CH:35][CH:36]=1.P([O-])([O-])([O-])=O.[K+].[K+].[K+], predict the reaction product. The product is: [F:30][C:31]1[CH:36]=[C:35]([C:2]2[CH:7]=[CH:6][C:5]([C:8]3[C:17]4[C:12](=[CH:13][C:14]([S:18]([NH:21][C:22]5[S:23][CH:24]=[N:25][N:26]=5)(=[O:19])=[O:20])=[CH:15][CH:16]=4)[C:11](=[O:27])[NH:10][N:9]=3)=[C:4]([O:28][CH3:29])[CH:3]=2)[CH:34]=[CH:33][CH:32]=1. (2) Given the reactants CN(C(ON1N=NC2C=CC=NC1=2)=[N+](C)C)C.F[P-](F)(F)(F)(F)F.[NH:25]1[CH2:30][CH2:29][NH:28][CH2:27][C:26]1=[O:31].[CH3:32][O:33][C:34]1[CH:35]=[CH:36][C:37]2[N:41]([CH3:42])[C:40](=[O:43])[N:39]([CH2:44][C@H:45]3[CH2:50][CH2:49][C@H:48]([C:51](O)=[O:52])[CH2:47][CH2:46]3)[C:38]=2[CH:54]=1.O, predict the reaction product. The product is: [CH3:32][O:33][C:34]1[CH:35]=[CH:36][C:37]2[N:41]([CH3:42])[C:40](=[O:43])[N:39]([CH2:44][C@H:45]3[CH2:46][CH2:47][C@H:48]([C:51]([N:28]4[CH2:29][CH2:30][NH:25][C:26](=[O:31])[CH2:27]4)=[O:52])[CH2:49][CH2:50]3)[C:38]=2[CH:54]=1. (3) Given the reactants [H-].[Na+].[CH3:3][S:4]([C:7]1[CH:15]=[C:14]2[C:10]([CH:11]=[CH:12][NH:13]2)=[CH:9][CH:8]=1)(=[O:6])=[O:5].[H][H].[CH3:18]I, predict the reaction product. The product is: [CH3:3][S:4]([C:7]1[CH:15]=[C:14]2[C:10]([CH:11]=[CH:12][N:13]2[CH3:18])=[CH:9][CH:8]=1)(=[O:6])=[O:5]. (4) Given the reactants [C:1]1([Mg]Br)[CH:6]=[CH:5][CH:4]=[CH:3][CH:2]=1.[CH2:9]([O:16][C@H:17]([CH2:27][O:28][CH2:29][C:30]1[CH:35]=[CH:34][CH:33]=[CH:32][CH:31]=1)[CH:18]=[N:19][CH2:20][C:21]1[CH:26]=[CH:25][CH:24]=[CH:23][CH:22]=1)[C:10]1[CH:15]=[CH:14][CH:13]=[CH:12][CH:11]=1.[NH4+].[Cl-], predict the reaction product. The product is: [CH2:20]([NH:19][C@H:18]([C:1]1[CH:6]=[CH:5][CH:4]=[CH:3][CH:2]=1)[C@H:17]([O:16][CH2:9][C:10]1[CH:11]=[CH:12][CH:13]=[CH:14][CH:15]=1)[CH2:27][O:28][CH2:29][C:30]1[CH:31]=[CH:32][CH:33]=[CH:34][CH:35]=1)[C:21]1[CH:22]=[CH:23][CH:24]=[CH:25][CH:26]=1. (5) The product is: [Cl:32][C:26]1[CH:25]=[C:24]([C:21]2[CH:22]=[CH:23][N:19]([CH2:18][C@@H:17]([NH:16][C:13]([C:10]3[N:11]=[CH:12][C:7]([C:3]4[CH:2]=[N:1][CH:6]=[CH:5][CH:4]=4)=[CH:8][CH:9]=3)=[O:15])[CH3:33])[N:20]=2)[CH:31]=[CH:30][C:27]=1[C:28]#[N:29]. Given the reactants [N:1]1[CH:6]=[CH:5][CH:4]=[C:3]([C:7]2[CH:8]=[CH:9][C:10]([C:13]([OH:15])=O)=[N:11][CH:12]=2)[CH:2]=1.[NH2:16][C@@H:17]([CH3:33])[CH2:18][N:19]1[CH:23]=[CH:22][C:21]([C:24]2[CH:31]=[CH:30][C:27]([C:28]#[N:29])=[C:26]([Cl:32])[CH:25]=2)=[N:20]1, predict the reaction product. (6) Given the reactants [CH3:1][C:2]([C:7]1[CH:12]=[CH:11][CH:10]=[CH:9][CH:8]=1)([CH3:6])[C:3]([OH:5])=O.S(Cl)(Cl)=O.[NH2:17][C:18]1[CH:23]=[CH:22][C:21]([N:24]2[C:30](=[O:31])[CH2:29][C:28](=[O:32])[NH:27][C:26]3[C:33]4[C:38]([CH:39]=[CH:40][C:25]2=3)=[CH:37][CH:36]=[CH:35][CH:34]=4)=[CH:20][CH:19]=1, predict the reaction product. The product is: [CH3:6][C:2]([C:7]1[CH:12]=[CH:11][CH:10]=[CH:9][CH:8]=1)([CH3:1])[C:3]([NH:17][C:18]1[CH:23]=[CH:22][C:21]([N:24]2[C:30](=[O:31])[CH2:29][C:28](=[O:32])[NH:27][C:26]3[C:33]4[C:38]([CH:39]=[CH:40][C:25]2=3)=[CH:37][CH:36]=[CH:35][CH:34]=4)=[CH:20][CH:19]=1)=[O:5].